This data is from Full USPTO retrosynthesis dataset with 1.9M reactions from patents (1976-2016). The task is: Predict the reactants needed to synthesize the given product. (1) Given the product [CH3:1][N:2]1[C:6]([CH3:7])=[C:5]([CH3:8])[N:4]=[C:3]1[C:9]1[C:15]2[NH:11][C:12]([C:9]([C:3]3[N:2]([CH3:1])[C:6]([CH3:7])=[C:5]([CH3:8])[N:4]=3)=[C:12]3[N:11]=[C:15]([C:9]([C:3]4[N:2]([CH3:1])[C:6]([CH3:7])=[C:5]([CH3:8])[N:4]=4)=[C:12]4[NH:11][C:15](=[C:9]([C:3]5[N:2]([CH3:1])[C:6]([CH3:7])=[C:5]([CH3:8])[N:4]=5)[C:12]5[CH:13]=[CH:14][C:15]=1[N:11]=5)[CH:14]=[CH:13]4)[CH:14]=[CH:13]3)=[CH:13][CH:14]=2, predict the reactants needed to synthesize it. The reactants are: [CH3:1][N:2]1[C:6]([CH3:7])=[C:5]([CH3:8])[N:4]=[C:3]1[CH:9]=O.[NH:11]1[CH:15]=[CH:14][CH:13]=[CH:12]1. (2) Given the product [F:28][C:22]1[CH:23]=[C:24]([F:27])[CH:25]=[CH:26][C:21]=1[CH:8]([C:5]1[CH:6]=[CH:7][C:2]([C:35]2[CH:36]=[CH:37][C:32]([C:29]([OH:31])=[O:30])=[CH:33][CH:34]=2)=[CH:3][CH:4]=1)[CH2:9]/[C:10](=[N:11]\[OH:12])/[C:13]1[CH:14]=[CH:15][C:16](=[O:20])[N:17]([CH3:19])[CH:18]=1, predict the reactants needed to synthesize it. The reactants are: Br[C:2]1[CH:7]=[CH:6][C:5]([CH:8]([C:21]2[CH:26]=[CH:25][C:24]([F:27])=[CH:23][C:22]=2[F:28])[CH2:9]/[C:10](/[C:13]2[CH:14]=[CH:15][C:16](=[O:20])[N:17]([CH3:19])[CH:18]=2)=[N:11]\[OH:12])=[CH:4][CH:3]=1.[C:29]([C:32]1[CH:37]=[CH:36][C:35](B(O)O)=[CH:34][CH:33]=1)([OH:31])=[O:30].